Dataset: Forward reaction prediction with 1.9M reactions from USPTO patents (1976-2016). Task: Predict the product of the given reaction. (1) Given the reactants [CH3:1][C:2]([CH3:28])([CH3:27])[CH2:3][NH:4][C:5]([C:7]1[CH:12]=[CH:11][C:10]([C:13]2[C:18]([CH3:19])=[CH:17][CH:16]=[C:15]([C:20]([OH:22])=O)[CH:14]=2)=[C:9]([C:23]([O:25][CH3:26])=[O:24])[CH:8]=1)=[O:6].C(Cl)CCl.C1C=CC2N(O)N=NC=2C=1.CCN(CC)CC.[NH2:50][CH2:51][CH2:52][OH:53], predict the reaction product. The product is: [CH3:27][C:2]([CH3:1])([CH3:28])[CH2:3][NH:4][C:5]([C:7]1[CH:8]=[C:9]([C:23]([O:25][CH3:26])=[O:24])[C:10]([C:13]2[CH:14]=[C:15]([C:20]([NH:50][CH2:51][CH2:52][OH:53])=[O:22])[CH:16]=[CH:17][C:18]=2[CH3:19])=[CH:11][CH:12]=1)=[O:6]. (2) Given the reactants C(OC([NH:8][N:9]=[CH:10][C:11]1[N:21]=[C:20]([Cl:22])[CH:19]=[C:18]([Cl:23])[C:12]=1[C:13](OCC)=[O:14])=O)(C)(C)C.FC(F)(F)C(O)=O, predict the reaction product. The product is: [Cl:22][C:20]1[CH:19]=[C:18]([Cl:23])[C:12]2[C:13](=[O:14])[NH:8][N:9]=[CH:10][C:11]=2[N:21]=1. (3) Given the reactants [CH3:1][O:2][CH:3]1[C:7]([C:8]([O:10][CH2:11][CH3:12])=[O:9])=[CH:6][CH:5]([O:13][CH3:14])[O:4]1.[H][H], predict the reaction product. The product is: [CH3:1][O:2][CH:3]1[CH:7]([C:8]([O:10][CH2:11][CH3:12])=[O:9])[CH2:6][CH:5]([O:13][CH3:14])[O:4]1. (4) Given the reactants [CH3:1][N:2]([CH3:24])[CH2:3][CH2:4][CH2:5][O:6][C:7]1[C:16]2[C:11](=[CH:12][CH:13]=[CH:14][CH:15]=2)[N:10]=[C:9]([CH2:17][N:18]2[CH2:23][CH2:22][NH:21][CH2:20][CH2:19]2)[N:8]=1.[Cl:25][C:26]1[CH:31]=[CH:30][C:29]([CH:32](Cl)[C:33]2[CH:38]=[CH:37][C:36]([Cl:39])=[CH:35][CH:34]=2)=[CH:28][CH:27]=1.C(=O)([O-])[O-].[K+].[K+].[I-].[K+], predict the reaction product. The product is: [Cl:25][C:26]1[CH:27]=[CH:28][C:29]([CH:32]([C:33]2[CH:38]=[CH:37][C:36]([Cl:39])=[CH:35][CH:34]=2)[N:21]2[CH2:20][CH2:19][N:18]([CH2:17][C:9]3[N:8]=[C:7]([O:6][CH2:5][CH2:4][CH2:3][N:2]([CH3:1])[CH3:24])[C:16]4[C:11](=[CH:12][CH:13]=[CH:14][CH:15]=4)[N:10]=3)[CH2:23][CH2:22]2)=[CH:30][CH:31]=1.[CH3:24][N:2]([CH3:1])[CH2:3][CH2:4][CH2:5][O:6][C:7]1[C:16]2[C:11](=[CH:12][CH:13]=[CH:14][CH:15]=2)[N:10]=[C:9]([CH2:17][N:18]2[CH2:19][CH2:20][NH:21][CH2:22][CH2:23]2)[N:8]=1. (5) Given the reactants N.[CH2:2]([S:4][C:5]1[CH:10]=[CH:9][N:8]=[CH:7][C:6]=1[C:11]#[N:12])[CH3:3], predict the reaction product. The product is: [CH2:2]([S:4][C:5]1[CH:10]=[CH:9][N:8]=[CH:7][C:6]=1[CH2:11][NH2:12])[CH3:3]. (6) The product is: [CH3:1][O:2][C:3](=[O:31])[C:4]1[CH:9]=[C:8]([CH2:10][C@H:11]([NH:24][S:38]([C:32]2[CH:37]=[CH:36][CH:35]=[CH:34][CH:33]=2)(=[O:40])=[O:39])[C:12](=[O:23])[NH:13][CH2:14][C:15]2[CH:20]=[CH:19][C:18]([O:21][CH3:22])=[CH:17][CH:16]=2)[CH:7]=[CH:6][C:5]=1[O:25][CH2:26][C:27]([O:29][CH3:30])=[O:28]. Given the reactants [CH3:1][O:2][C:3](=[O:31])[C:4]1[CH:9]=[C:8]([CH2:10][C@H:11]([NH2:24])[C:12](=[O:23])[NH:13][CH2:14][C:15]2[CH:20]=[CH:19][C:18]([O:21][CH3:22])=[CH:17][CH:16]=2)[CH:7]=[CH:6][C:5]=1[O:25][CH2:26][C:27]([O:29][CH3:30])=[O:28].[C:32]1([S:38](Cl)(=[O:40])=[O:39])[CH:37]=[CH:36][CH:35]=[CH:34][CH:33]=1, predict the reaction product. (7) Given the reactants [S:1]1[C:5]2[CH:6]=[CH:7][CH:8]=[CH:9][C:4]=2[N:3]=[C:2]1[NH:10][C:11](=[O:17])[O:12][C:13]([CH3:16])([CH3:15])[CH3:14].Br[CH:19]([CH3:25])[C:20]([O:22][CH2:23][CH3:24])=[O:21].C(=O)([O-])[O-].[K+].[K+], predict the reaction product. The product is: [C:13]([O:12][C:11]([N:10]=[C:2]1[N:3]([CH:19]([CH3:25])[C:20]([O:22][CH2:23][CH3:24])=[O:21])[C:4]2[CH:9]=[CH:8][CH:7]=[CH:6][C:5]=2[S:1]1)=[O:17])([CH3:14])([CH3:16])[CH3:15].